Dataset: Catalyst prediction with 721,799 reactions and 888 catalyst types from USPTO. Task: Predict which catalyst facilitates the given reaction. (1) Reactant: [CH2:1]([O:8][CH2:9][C:10]([CH3:31])([CH3:30])[CH:11]([NH:27][CH:28]=O)[CH2:12][C:13]1[CH:18]=[CH:17][C:16]([O:19][CH3:20])=[C:15]([O:21][CH2:22][CH2:23][CH2:24][O:25][CH3:26])[CH:14]=1)[C:2]1[CH:7]=[CH:6][CH:5]=[CH:4][CH:3]=1.O=P(Cl)(Cl)Cl. Product: [CH2:1]([O:8][CH2:9][C:10]([CH:11]1[CH2:12][C:13]2[C:18](=[CH:17][C:16]([O:19][CH3:20])=[C:15]([O:21][CH2:22][CH2:23][CH2:24][O:25][CH3:26])[CH:14]=2)[CH:28]=[N:27]1)([CH3:30])[CH3:31])[C:2]1[CH:3]=[CH:4][CH:5]=[CH:6][CH:7]=1. The catalyst class is: 10. (2) Reactant: [CH3:1][C:2]1([CH3:15])[CH2:11][CH2:10][C:9]([CH3:13])([CH3:12])[C:8]2[CH:7]=[C:6]([NH2:14])[CH:5]=[CH:4][C:3]1=2.[CH2:16]([O:18][CH2:19][C:20](O)=[O:21])[CH3:17].CN(C1C=CC=CN=1)C.C1(N=C=NC2CCCCC2)CCCCC1. Product: [CH2:16]([O:18][CH2:19][C:20]([NH:14][C:6]1[CH:5]=[CH:4][C:3]2[C:2]([CH3:15])([CH3:1])[CH2:11][CH2:10][C:9]([CH3:13])([CH3:12])[C:8]=2[CH:7]=1)=[O:21])[CH3:17]. The catalyst class is: 46. (3) Reactant: Br[C:2]1[C:10]2[N:9]=[C:8]([N:11]3[CH2:16][CH2:15][N:14]([C:17]4[C:22]([C:23]([F:26])([F:25])[F:24])=[CH:21][CH:20]=[CH:19][N:18]=4)[CH2:13][CH2:12]3)[NH:7][C:6]=2[CH:5]=[C:4]([C:27]([F:30])([F:29])[F:28])[CH:3]=1.C([Sn](CCCC)(CCCC)[C:36]1[CH:41]=[CH:40][CH:39]=[CH:38][N:37]=1)CCC. Product: [N:37]1[CH:38]=[CH:39][CH:40]=[CH:41][C:36]=1[C:2]1[C:10]2[NH:9][C:8]([N:11]3[CH2:12][CH2:13][N:14]([C:17]4[C:22]([C:23]([F:25])([F:24])[F:26])=[CH:21][CH:20]=[CH:19][N:18]=4)[CH2:15][CH2:16]3)=[N:7][C:6]=2[CH:5]=[C:4]([C:27]([F:30])([F:28])[F:29])[CH:3]=1. The catalyst class is: 203. (4) Reactant: P(Br)(Br)[Br:2].O1CCCC1.O[CH2:11][C:12]1[N:16]([CH3:17])[N:15]=[CH:14][C:13]=1[C:18]1[O:22][N:21]=[C:20]([C:23]2[CH:24]=[C:25]([S:29]([NH2:32])(=[O:31])=[O:30])[CH:26]=[CH:27][CH:28]=2)[N:19]=1. Product: [Br:2][CH2:11][C:12]1[N:16]([CH3:17])[N:15]=[CH:14][C:13]=1[C:18]1[O:22][N:21]=[C:20]([C:23]2[CH:24]=[C:25]([S:29]([NH2:32])(=[O:31])=[O:30])[CH:26]=[CH:27][CH:28]=2)[N:19]=1. The catalyst class is: 6. (5) Reactant: Cl.[F:2][C:3]([F:21])([F:20])[C:4]1[N:5]=[C:6]([C:9]2[O:13][N:12]=[C:11]([C@H:14]3[CH2:19][CH2:18][CH2:17][NH:16][CH2:15]3)[N:10]=2)[NH:7][CH:8]=1.C(N(CC)CC)C.[F:29][C:30]1[CH:38]=[CH:37][C:33]([C:34](Cl)=[O:35])=[CH:32][CH:31]=1. Product: [F:29][C:30]1[CH:38]=[CH:37][C:33]([C:34]([N:16]2[CH2:17][CH2:18][CH2:19][C@H:14]([C:11]3[N:10]=[C:9]([C:6]4[NH:7][CH:8]=[C:4]([C:3]([F:20])([F:2])[F:21])[N:5]=4)[O:13][N:12]=3)[CH2:15]2)=[O:35])=[CH:32][CH:31]=1. The catalyst class is: 2. (6) Reactant: [Cl:1][C:2]1[CH:3]=[C:4]([C:9]2(O)[CH2:12][C:11]3([CH2:17][CH2:16][N:15]([C:18](OC(C)(C)C)=[O:19])[CH2:14][CH2:13]3)[CH:10]2[CH3:25])[CH:5]=[CH:6][C:7]=1[F:8].C([SiH](CC)CC)C.B(F)(F)F.FC(F)(F)C(O)=O.C1(OC(=O)[NH:53][C:54]2[O:58][N:57]=[C:56]([CH3:59])[C:55]=2[CH3:60])C=CC=CC=1.C(N(CC)CC)C. Product: [Cl:1][C:2]1[CH:3]=[C:4]([CH:9]2[CH2:12][C:11]3([CH2:17][CH2:16][N:15]([C:18]([NH:53][C:54]4[O:58][N:57]=[C:56]([CH3:59])[C:55]=4[CH3:60])=[O:19])[CH2:14][CH2:13]3)[CH:10]2[CH3:25])[CH:5]=[CH:6][C:7]=1[F:8]. The catalyst class is: 4. (7) Reactant: C(OC([N:8]1[C:16]2[C:11](=[CH:12][C:13]([Cl:17])=[CH:14][CH:15]=2)[CH:10]=[C:9]1[CH2:18][N:19]1[CH2:24][C:23](=[O:25])[N:22]([CH2:26][C:27]2[CH:36]=[C:35]3[C:30]([C:31]([NH2:37])=[N:32][CH:33]=[N:34]3)=[CH:29][CH:28]=2)[CH:21]([C:38]([O:40][CH3:41])=[O:39])[CH2:20]1)=O)(C)(C)C.FC(F)(F)C(O)=O. Product: [CH3:41][O:40][C:38]([CH:21]1[CH2:20][N:19]([CH2:18][C:9]2[NH:8][C:16]3[C:11]([CH:10]=2)=[CH:12][C:13]([Cl:17])=[CH:14][CH:15]=3)[CH2:24][C:23](=[O:25])[N:22]1[CH2:26][C:27]1[CH:36]=[C:35]2[C:30]([C:31]([NH2:37])=[N:32][CH:33]=[N:34]2)=[CH:29][CH:28]=1)=[O:39]. The catalyst class is: 2. (8) Reactant: [F:1][C:2]1[CH:7]=[C:6]([F:8])[CH:5]=[CH:4][C:3]=1[C:9]1[C:13]([C:14]2[CH:15]=[CH:16][C:17]3[N:18]([C:20]([CH:23]([CH3:25])[CH3:24])=[N:21][N:22]=3)[N:19]=2)=[CH:12][N:11]([CH:26]2[CH2:31][CH2:30][NH:29][CH2:28][CH2:27]2)[N:10]=1.C([O-])([O-])=O.[K+].[K+].Br[CH2:39][CH2:40][O:41][CH3:42]. Product: [F:1][C:2]1[CH:7]=[C:6]([F:8])[CH:5]=[CH:4][C:3]=1[C:9]1[C:13]([C:14]2[CH:15]=[CH:16][C:17]3[N:18]([C:20]([CH:23]([CH3:24])[CH3:25])=[N:21][N:22]=3)[N:19]=2)=[CH:12][N:11]([CH:26]2[CH2:31][CH2:30][N:29]([CH2:39][CH2:40][O:41][CH3:42])[CH2:28][CH2:27]2)[N:10]=1. The catalyst class is: 3.